From a dataset of Full USPTO retrosynthesis dataset with 1.9M reactions from patents (1976-2016). Predict the reactants needed to synthesize the given product. Given the product [CH3:20][O:19][C:16]1[CH:17]=[CH:18][C:13]([CH2:12][CH2:11][NH:10][C:4]2[CH:3]=[C:2]([C:27]3[CH:26]=[C:25]4[C:30](=[CH:29][CH:28]=3)[N:21]=[CH:22][CH:23]=[CH:24]4)[N:7]=[C:6]([O:8][CH3:9])[N:5]=2)=[CH:14][CH:15]=1, predict the reactants needed to synthesize it. The reactants are: Cl[C:2]1[N:7]=[C:6]([O:8][CH3:9])[N:5]=[C:4]([NH:10][CH2:11][CH2:12][C:13]2[CH:18]=[CH:17][C:16]([O:19][CH3:20])=[CH:15][CH:14]=2)[CH:3]=1.[N:21]1[C:30]2[C:25](=[CH:26][C:27](B(O)O)=[CH:28][CH:29]=2)[CH:24]=[CH:23][CH:22]=1.COCCOC.